From a dataset of NCI-60 drug combinations with 297,098 pairs across 59 cell lines. Regression. Given two drug SMILES strings and cell line genomic features, predict the synergy score measuring deviation from expected non-interaction effect. (1) Drug 1: CC(C)(C#N)C1=CC(=CC(=C1)CN2C=NC=N2)C(C)(C)C#N. Drug 2: CC1=C(C(=O)C2=C(C1=O)N3CC4C(C3(C2COC(=O)N)OC)N4)N. Cell line: MDA-MB-231. Synergy scores: CSS=6.20, Synergy_ZIP=-4.10, Synergy_Bliss=-1.75, Synergy_Loewe=-1.91, Synergy_HSA=-0.535. (2) Drug 2: C1C(C(OC1N2C=NC3=C(N=C(N=C32)Cl)N)CO)O. Cell line: CCRF-CEM. Synergy scores: CSS=70.2, Synergy_ZIP=-0.465, Synergy_Bliss=-2.01, Synergy_Loewe=-3.30, Synergy_HSA=0.324. Drug 1: C1=NC2=C(N1)C(=S)N=C(N2)N. (3) Drug 1: CC1=C(C(=CC=C1)Cl)NC(=O)C2=CN=C(S2)NC3=CC(=NC(=N3)C)N4CCN(CC4)CCO. Drug 2: CNC(=O)C1=NC=CC(=C1)OC2=CC=C(C=C2)NC(=O)NC3=CC(=C(C=C3)Cl)C(F)(F)F. Cell line: BT-549. Synergy scores: CSS=12.2, Synergy_ZIP=-1.38, Synergy_Bliss=4.23, Synergy_Loewe=-16.6, Synergy_HSA=0.514. (4) Drug 1: CC1C(C(CC(O1)OC2CC(CC3=C2C(=C4C(=C3O)C(=O)C5=C(C4=O)C(=CC=C5)OC)O)(C(=O)C)O)N)O.Cl. Drug 2: C1CC(C1)(C(=O)O)C(=O)O.[NH2-].[NH2-].[Pt+2]. Cell line: U251. Synergy scores: CSS=63.5, Synergy_ZIP=-1.28, Synergy_Bliss=-2.94, Synergy_Loewe=-57.4, Synergy_HSA=0.294.